The task is: Predict which catalyst facilitates the given reaction.. This data is from Catalyst prediction with 721,799 reactions and 888 catalyst types from USPTO. Reactant: [Cl:1][C:2]1[CH:3]=[C:4]2[C:8](=[CH:9][CH:10]=1)[N:7]([CH:11]1[CH2:15][CH2:14][CH2:13][CH2:12]1)[CH:6]=[C:5]2[C:16]1[O:17][CH:18]=[C:19]([C:21]([OH:23])=[O:22])[N:20]=1.Cl.C(N=C=N)C.ON1C2C=CC=CC=2N=N1.[N:40]1([NH2:46])[CH2:45][CH2:44][O:43][CH2:42][CH2:41]1. Product: [Cl:1][C:2]1[CH:3]=[C:4]2[C:8](=[CH:9][CH:10]=1)[N:7]([CH:11]1[CH2:12][CH2:13][CH2:14][CH2:15]1)[CH:6]=[C:5]2[C:16]1[O:17][CH:18]=[C:19]([C:21]([NH:46][N:40]2[CH2:45][CH2:44][O:43][CH2:42][CH2:41]2)=[O:23])[N:20]=1.[Cl:1][C:2]1[CH:3]=[C:4]2[C:8](=[CH:9][CH:10]=1)[N:7]([CH:11]1[CH2:15][CH2:14][CH2:13][CH2:12]1)[CH:6]=[C:5]2[C:16]1[O:17][CH:18]=[C:19]([C:21]([N:40]2[CH2:45][CH2:44][O:43][CH2:42][CH2:41]2)=[O:22])[N:20]=1. The catalyst class is: 2.